From a dataset of Full USPTO retrosynthesis dataset with 1.9M reactions from patents (1976-2016). Predict the reactants needed to synthesize the given product. (1) Given the product [OH:21][C@@:20]1([CH3:8])[CH2:19][CH2:18][N:17]([C:22]([O:24][CH2:25][C:26]2[CH:27]=[CH:28][CH:29]=[CH:30][CH:31]=2)=[O:23])[C@H:16]1[CH:13]([CH3:15])[CH3:14], predict the reactants needed to synthesize it. The reactants are: [Cl-].[Ce+3].[Cl-].[Cl-].C[Mg]Br.[CH2:8](OCC)C.[CH:13]([C@H:16]1[C:20](=[O:21])[CH2:19][CH2:18][N:17]1[C:22]([O:24][CH2:25][C:26]1[CH:31]=[CH:30][CH:29]=[CH:28][CH:27]=1)=[O:23])([CH3:15])[CH3:14]. (2) Given the product [CH:19]1([NH:22][C:23]([C:25]2[C:26]3[CH:34]=[CH:33][C:32]([O:35][C:2]4[CH:7]=[CH:6][N:5]=[C:4]5[CH:8]=[C:9]([C:11]([N:13]6[CH2:17][CH2:16][C@@H:15]([OH:18])[CH2:14]6)=[O:12])[S:10][C:3]=45)=[CH:31][C:27]=3[S:28][C:29]=2[CH3:30])=[O:24])[CH2:21][CH2:20]1, predict the reactants needed to synthesize it. The reactants are: Cl[C:2]1[CH:7]=[CH:6][N:5]=[C:4]2[CH:8]=[C:9]([C:11]([N:13]3[CH2:17][CH2:16][C@@H:15]([OH:18])[CH2:14]3)=[O:12])[S:10][C:3]=12.[CH:19]1([NH:22][C:23]([C:25]2[C:26]3[CH:34]=[CH:33][C:32]([OH:35])=[CH:31][C:27]=3[S:28][C:29]=2[CH3:30])=[O:24])[CH2:21][CH2:20]1.C([O-])([O-])=O.[Cs+].[Cs+]. (3) Given the product [CH3:36][C:4]1[CH:3]=[C:2]([O:1][CH2:44][CH2:45][CH2:46][O:47][CH:48]2[CH2:53][CH2:52][CH2:51][CH2:50][O:49]2)[CH:35]=[CH:34][C:5]=1[CH2:6][CH2:7][C:8]1[CH:13]=[CH:12][CH:11]=[CH:10][C:9]=1[C:14]1[N:19]=[C:18]([N:20]2[C:24]([C:25]([F:28])([F:27])[F:26])=[C:23]([C:29]([O:31][CH2:32][CH3:33])=[O:30])[CH:22]=[N:21]2)[CH:17]=[CH:16][CH:15]=1, predict the reactants needed to synthesize it. The reactants are: [OH:1][C:2]1[CH:35]=[CH:34][C:5]([CH2:6][CH2:7][C:8]2[CH:13]=[CH:12][CH:11]=[CH:10][C:9]=2[C:14]2[N:19]=[C:18]([N:20]3[C:24]([C:25]([F:28])([F:27])[F:26])=[C:23]([C:29]([O:31][CH2:32][CH3:33])=[O:30])[CH:22]=[N:21]3)[CH:17]=[CH:16][CH:15]=2)=[C:4]([CH3:36])[CH:3]=1.C([O-])([O-])=O.[Cs+].[Cs+].Br[CH2:44][CH2:45][CH2:46][O:47][CH:48]1[CH2:53][CH2:52][CH2:51][CH2:50][O:49]1. (4) Given the product [CH3:1][O:2][C:3]1[CH:8]=[CH:7][C:6]([C:9]2[CH:10]=[CH:11][C:12]([S:15]([NH:18][CH:19]([CH:24]3[CH2:29][CH2:28][CH2:27][CH:26]([N:30]([CH2:34][C:35]4[CH:40]=[CH:39][CH:38]=[CH:37][CH:36]=4)[C:31](=[O:33])[CH3:32])[CH2:25]3)[C:20]([OH:22])=[O:21])(=[O:16])=[O:17])=[CH:13][CH:14]=2)=[CH:5][CH:4]=1, predict the reactants needed to synthesize it. The reactants are: [CH3:1][O:2][C:3]1[CH:8]=[CH:7][C:6]([C:9]2[CH:14]=[CH:13][C:12]([S:15]([NH:18][CH:19]([CH:24]3[CH2:29][CH2:28][CH2:27][CH:26]([N:30]([CH2:34][C:35]4[CH:40]=[CH:39][CH:38]=[CH:37][CH:36]=4)[C:31](=[O:33])[CH3:32])[CH2:25]3)[C:20]([O:22]C)=[O:21])(=[O:17])=[O:16])=[CH:11][CH:10]=2)=[CH:5][CH:4]=1.C(N)C1C=CC=CC=1.C(Cl)(=O)C. (5) Given the product [F:32][C:16]1[CH:15]=[CH:14][C:13]2[NH:12][CH:11]=[C:10]3[C:19](=[O:20])[N:7]([C:1]4[CH:2]=[CH:3][CH:4]=[CH:5][CH:6]=4)[N:8]=[C:9]3[C:18]=2[CH:17]=1, predict the reactants needed to synthesize it. The reactants are: [C:1]1([N:7]2[C:19](=[O:20])[C:10]3=[CH:11][NH:12][C:13]4[CH:14]=[CH:15][CH:16]=[CH:17][C:18]=4[C:9]3=[N:8]2)[CH:6]=[CH:5][CH:4]=[CH:3][CH:2]=1.ClC1C2C(=CC=C([F:32])C=2)N=CC=1C(OCC)=O.C1(NN)C=CC=CC=1. (6) The reactants are: [Li+].C[Si]([N-][Si](C)(C)C)(C)C.[CH3:11][O:12][C:13]1[N:18]=[CH:17][C:16]([N:19]=[C:20]([NH2:36])[C:21]2[CH:26]=[CH:25][C:24]([N:27]3[C:31]4=[N:32][CH:33]=[CH:34][CH:35]=[C:30]4[CH:29]=[CH:28]3)=[CH:23][CH:22]=2)=[CH:15][CH:14]=1.Br[CH2:38][C:39]([C:41]1[S:42][CH:43]=[CH:44][N:45]=1)=O.O. Given the product [CH3:11][O:12][C:13]1[N:18]=[CH:17][C:16]([N:19]2[CH:38]=[C:39]([C:41]3[S:42][CH:43]=[CH:44][N:45]=3)[N:36]=[C:20]2[C:21]2[CH:22]=[CH:23][C:24]([N:27]3[C:31]4=[N:32][CH:33]=[CH:34][CH:35]=[C:30]4[CH:29]=[CH:28]3)=[CH:25][CH:26]=2)=[CH:15][CH:14]=1, predict the reactants needed to synthesize it.